Dataset: Full USPTO retrosynthesis dataset with 1.9M reactions from patents (1976-2016). Task: Predict the reactants needed to synthesize the given product. (1) Given the product [ClH:39].[Br:1][C:2]1[C:3]([S:7]([N:10]2[C:14]([C:15]3[C:16]([F:21])=[N:17][CH:18]=[CH:19][CH:20]=3)=[C:13]([F:22])[C:12]([CH2:23][NH:24][CH3:25])=[CH:11]2)(=[O:9])=[O:8])=[CH:4][S:5][CH:6]=1, predict the reactants needed to synthesize it. The reactants are: [Br:1][C:2]1[C:3]([S:7]([N:10]2[C:14]([C:15]3[C:16]([F:21])=[N:17][CH:18]=[CH:19][CH:20]=3)=[C:13]([F:22])[C:12]([CH2:23][N:24](C)[C:25](=O)OC(C)(C)C)=[CH:11]2)(=[O:9])=[O:8])=[CH:4][S:5][CH:6]=1.C(OCC)(=O)C.[ClH:39]. (2) Given the product [O:12]1[CH2:17][CH2:16][CH2:15][CH:14]([CH2:18][CH2:19][OH:20])[CH2:13]1, predict the reactants needed to synthesize it. The reactants are: [H-].[Al+3].[Li+].[H-].[H-].[H-].CCOCC.[O:12]1[CH2:17][CH2:16][CH2:15][CH:14]([CH2:18][C:19](O)=[O:20])[CH2:13]1.O. (3) Given the product [CH3:28][O:27][C:26]1[CH:25]=[CH:24][C:23]([C:29]2[S:30][CH:31]=[CH:32][CH:33]=2)=[CH:22][C:21]=1[CH2:20][C:2]1([C:7]2[CH:12]=[CH:11][C:10]([OH:13])=[CH:9][CH:8]=2)[S:3][CH2:4][CH2:5][CH2:6][S:1]1, predict the reactants needed to synthesize it. The reactants are: [S:1]1[CH2:6][CH2:5][CH2:4][S:3][CH:2]1[C:7]1[CH:12]=[CH:11][C:10]([OH:13])=[CH:9][CH:8]=1.[Li]CCCC.Br[CH2:20][C:21]1[CH:22]=[C:23]([C:29]2[S:30][CH:31]=[CH:32][CH:33]=2)[CH:24]=[CH:25][C:26]=1[O:27][CH3:28]. (4) Given the product [NH2:17][C:15]1[CH:16]=[C:11]2[CH2:10][C@H:9]([C:3]3[CH:4]=[CH:5][CH:6]=[C:7]([F:8])[C:2]=3[F:1])[CH2:22][CH2:21][C@@H:20]([OH:23])[C:12]2=[N:13][CH:14]=1, predict the reactants needed to synthesize it. The reactants are: [F:1][C:2]1[C:7]([F:8])=[CH:6][CH:5]=[CH:4][C:3]=1[C@@H:9]1[CH2:22][CH2:21][C@@H:20]([OH:23])[C:12]2=[N:13][CH:14]=[C:15]([N+:17]([O-])=O)[CH:16]=[C:11]2[CH2:10]1. (5) Given the product [O:36]=[S:33]1(=[O:37])[CH2:34][CH2:35][N:30]([C:25]([C:15]2[N:16]([CH2:20][C:21]([F:22])([F:24])[F:23])[C:17]3[C:13]([CH:14]=2)=[CH:12][C:11]([O:10][CH:7]2[CH2:8][CH2:9][N:4]([CH:1]([CH3:3])[CH3:2])[CH2:5][CH2:6]2)=[CH:19][CH:18]=3)=[O:27])[CH2:31][CH2:32]1, predict the reactants needed to synthesize it. The reactants are: [CH:1]([N:4]1[CH2:9][CH2:8][CH:7]([O:10][C:11]2[CH:12]=[C:13]3[C:17](=[CH:18][CH:19]=2)[N:16]([CH2:20][C:21]([F:24])([F:23])[F:22])[C:15]([C:25]([OH:27])=O)=[CH:14]3)[CH2:6][CH2:5]1)([CH3:3])[CH3:2].[Cl-].[Li+].[NH:30]1[CH2:35][CH2:34][S:33](=[O:37])(=[O:36])[CH2:32][CH2:31]1.C(N(C(C)C)CC)(C)C. (6) Given the product [Cl:8][C:6]1[CH:7]=[CH:2][C:3]([C:9]2[C:34](=[O:35])[N:33]([CH3:36])[C:12]3[N:13]([CH3:32])[C:14]4[C:19]([C:11]=3[CH:10]=2)=[CH:18][C:17]([C:20]2[CH:24]=[CH:23][N:22]([CH2:65][O:66][CH3:67])[N:21]=2)=[CH:16][CH:15]=4)=[CH:4][CH:5]=1, predict the reactants needed to synthesize it. The reactants are: Cl[C:2]1[CH:7]=[C:6]([Cl:8])[CH:5]=[CH:4][C:3]=1[C:9]1[C:34](=[O:35])[N:33]([CH3:36])[C:12]2[N:13]([CH3:32])[C:14]3[C:19]([C:11]=2[CH:10]=1)=[CH:18][C:17]([C:20]1[NH:21][N:22]=[C:23](CN2CCCCC2)[CH:24]=1)=[CH:16][CH:15]=3.ClC1C=CC(C2C(=O)N(C)C3N(C)C4C(C=3C=2)=CC(C2C=CNN=2)=CC=4)=CC=1.[CH3:65][O:66][CH2:67]Br. (7) The reactants are: [CH3:1][O:2][C:3]1[CH:8]=[CH:7][C:6]([C:9]2[C:14]([CH3:15])=[C:13]([C:16]([F:19])([F:18])[F:17])[N:12]3[N:20]=[CH:21][C:22]([C:23]([OH:25])=O)=[C:11]3[N:10]=2)=[CH:5][CH:4]=1.CN(C(ON1N=NC2C=CC=NC1=2)=[N+](C)C)C.F[P-](F)(F)(F)(F)F.CCN(C(C)C)C(C)C.[F:59][C:60]1[CH:61]=[C:62]([C@@H:67]([N:69]2[CH2:74][CH2:73][NH:72][C@H:71]([CH3:75])[CH2:70]2)[CH3:68])[CH:63]=[C:64]([F:66])[CH:65]=1. Given the product [F:59][C:60]1[CH:61]=[C:62]([C@@H:67]([N:69]2[CH2:74][CH2:73][N:72]([C:23]([C:22]3[CH:21]=[N:20][N:12]4[C:13]([C:16]([F:17])([F:18])[F:19])=[C:14]([CH3:15])[C:9]([C:6]5[CH:7]=[CH:8][C:3]([O:2][CH3:1])=[CH:4][CH:5]=5)=[N:10][C:11]=34)=[O:25])[C@H:71]([CH3:75])[CH2:70]2)[CH3:68])[CH:63]=[C:64]([F:66])[CH:65]=1, predict the reactants needed to synthesize it.